The task is: Regression/Classification. Given a drug SMILES string, predict its absorption, distribution, metabolism, or excretion properties. Task type varies by dataset: regression for continuous measurements (e.g., permeability, clearance, half-life) or binary classification for categorical outcomes (e.g., BBB penetration, CYP inhibition). Dataset: rlm.. This data is from Rat liver microsome stability data. (1) The molecule is Cc1csc2nc(-c3cccc(NC(=O)c4cccc(F)c4)c3)cn12. The result is 1 (stable in rat liver microsomes). (2) The drug is O=C(c1cnc2ccc(F)cc2c1N1CCC(Cc2ccccc2)CC1)N1CCN(C(=O)C2CC2)CC1. The result is 1 (stable in rat liver microsomes).